Task: Predict the reactants needed to synthesize the given product.. Dataset: Full USPTO retrosynthesis dataset with 1.9M reactions from patents (1976-2016) (1) Given the product [F:32][C:33]([F:46])([F:45])[S:34]([O:20][C:9]1[C:8]2[N:12]([C:13]([C:14]3[CH:19]=[CH:18][CH:17]=[CH:16][CH:15]=3)=[C:6]3[C:5](=[O:21])[N:4]([CH3:22])[C:3](=[O:23])[N:2]([CH3:1])[C:7]3=2)[CH2:11][CH:10]=1)(=[O:36])=[O:35], predict the reactants needed to synthesize it. The reactants are: [CH3:1][N:2]1[C:7]2=[C:8]3[N:12]([C:13]([C:14]4[CH:19]=[CH:18][CH:17]=[CH:16][CH:15]=4)=[C:6]2[C:5](=[O:21])[N:4]([CH3:22])[C:3]1=[O:23])[CH2:11][CH2:10][C:9]3=[O:20].N1C(C)=CC=CC=1C.[F:32][C:33]([F:46])([F:45])[S:34](O[S:34]([C:33]([F:46])([F:45])[F:32])(=[O:36])=[O:35])(=[O:36])=[O:35].C(OCC)C. (2) Given the product [ClH:26].[ClH:26].[CH2:8]([N:5]1[CH2:6][CH2:7][CH:2]([N:17]([CH3:16])[CH3:19])[CH2:3][CH2:4]1)[C:9]1[CH:14]=[CH:13][CH:12]=[CH:11][CH:10]=1, predict the reactants needed to synthesize it. The reactants are: N[CH:2]1[CH2:7][CH2:6][N:5]([CH2:8][C:9]2[CH:14]=[CH:13][CH:12]=[CH:11][CH:10]=2)[CH2:4][CH2:3]1.[BH3-][C:16]#[N:17].[Na+].[CH3:19]C(O)=O.C=O.C(Cl)[Cl:26]. (3) Given the product [Br:11][C:4]1[C:5]([CH:9]=[O:10])=[CH:6][CH:7]=[CH:8][C:3]=1[CH:2]=[O:1], predict the reactants needed to synthesize it. The reactants are: [OH:1][CH2:2][C:3]1[CH:8]=[CH:7][CH:6]=[C:5]([CH2:9][OH:10])[C:4]=1[Br:11].C1C=C[NH+]=CC=1.[O-][Cr](Cl)(=O)=O. (4) Given the product [Cl:27][C:28]1[CH:34]=[CH:33][C:31]([NH:32][C:61](=[O:62])[C:60]2[CH:64]=[CH:65][C:57]([S:54]([N:51]3[CH2:52][CH2:53][NH:48][CH2:49][CH2:50]3)(=[O:56])=[O:55])=[CH:58][CH:59]=2)=[CH:30][C:29]=1[C:35]1[CH:40]=[CH:39][CH:38]=[CH:37][N:36]=1, predict the reactants needed to synthesize it. The reactants are: ClS(C1C=CC(C(O)=O)=CC=1)(=O)=O.N1(C(OC(C)(C)C)=O)CCNCC1.[Cl:27][C:28]1[CH:34]=[CH:33][C:31]([NH2:32])=[CH:30][C:29]=1[C:35]1[CH:40]=[CH:39][CH:38]=[CH:37][N:36]=1.C(OC([N:48]1[CH2:53][CH2:52][N:51]([S:54]([C:57]2[CH:65]=[CH:64][C:60]([C:61](O)=[O:62])=[CH:59][CH:58]=2)(=[O:56])=[O:55])[CH2:50][CH2:49]1)=O)(C)(C)C.C(O)(C(F)(F)F)=O. (5) Given the product [ClH:16].[Cl:16][C:17]1[CH:18]=[C:19]2[C:24](=[CH:25][CH:26]=1)[CH:23]=[C:22]([S:27]([N:30]1[CH2:35][CH2:34][N:33]([C:11]([C:9]3[S:8][C:5]4[CH2:6][NH:7][CH:2]([CH3:1])[CH2:3][C:4]=4[N:10]=3)=[O:13])[CH:32]([CH2:36][C:37]([N:39]3[CH2:40][CH2:41][CH2:42][CH2:43][CH2:44]3)=[O:38])[CH2:31]1)(=[O:29])=[O:28])[CH:21]=[CH:20]2, predict the reactants needed to synthesize it. The reactants are: [CH3:1][CH:2]1[NH:7][CH2:6][C:5]2[S:8][C:9]([C:11]([O-:13])=O)=[N:10][C:4]=2[CH2:3]1.[Li+].Cl.[Cl:16][C:17]1[CH:18]=[C:19]2[C:24](=[CH:25][CH:26]=1)[CH:23]=[C:22]([S:27]([N:30]1[CH2:35][CH2:34][NH:33][CH:32]([CH2:36][C:37]([N:39]3[CH2:44][CH2:43][CH2:42][CH2:41][CH2:40]3)=[O:38])[CH2:31]1)(=[O:29])=[O:28])[CH:21]=[CH:20]2.